This data is from NCI-60 drug combinations with 297,098 pairs across 59 cell lines. The task is: Regression. Given two drug SMILES strings and cell line genomic features, predict the synergy score measuring deviation from expected non-interaction effect. Drug 1: C1=NC2=C(N=C(N=C2N1C3C(C(C(O3)CO)O)F)Cl)N. Drug 2: CC1CCC2CC(C(=CC=CC=CC(CC(C(=O)C(C(C(=CC(C(=O)CC(OC(=O)C3CCCCN3C(=O)C(=O)C1(O2)O)C(C)CC4CCC(C(C4)OC)O)C)C)O)OC)C)C)C)OC. Cell line: OVCAR3. Synergy scores: CSS=-6.82, Synergy_ZIP=0.899, Synergy_Bliss=-3.02, Synergy_Loewe=-4.98, Synergy_HSA=-7.42.